Task: Predict the reactants needed to synthesize the given product.. Dataset: Full USPTO retrosynthesis dataset with 1.9M reactions from patents (1976-2016) (1) Given the product [CH3:1][NH:2][CH2:13][C@H:14]([C:16]1[CH:17]=[N:18][CH:19]=[CH:20][CH:21]=1)[OH:15], predict the reactants needed to synthesize it. The reactants are: [CH3:1][NH:2]C[C@H](C1C=CC=CN=1)O.Cl[CH2:13][C:14]([C:16]1[CH:17]=[N:18][CH:19]=[CH:20][CH:21]=1)=[O:15]. (2) Given the product [CH2:1]([O:3][C:4](=[O:17])[CH2:5][C:6]1[C:7]([CH3:16])=[C:8]([S:30][C:27]2[CH:26]=[CH:25][C:24]([NH:23][S:20]([CH2:18][CH3:19])(=[O:22])=[O:21])=[CH:29][CH:28]=2)[N:9]2[C:14]=1[CH:13]=[CH:12][C:11]([F:15])=[CH:10]2)[CH3:2], predict the reactants needed to synthesize it. The reactants are: [CH2:1]([O:3][C:4](=[O:17])[CH2:5][C:6]1[C:7]([CH3:16])=[CH:8][N:9]2[C:14]=1[CH:13]=[CH:12][C:11]([F:15])=[CH:10]2)[CH3:2].[CH2:18]([S:20]([NH:23][C:24]1[CH:29]=[CH:28][C:27]([S:30][S:30][C:27]2[CH:26]=[CH:25][C:24]([NH:23][S:20]([CH2:18][CH3:19])(=[O:22])=[O:21])=[CH:29][CH:28]=2)=[CH:26][CH:25]=1)(=[O:22])=[O:21])[CH3:19].